From a dataset of Full USPTO retrosynthesis dataset with 1.9M reactions from patents (1976-2016). Predict the reactants needed to synthesize the given product. Given the product [CH3:29][C:30]1[N:31]=[C:32]([N:40]2[CH2:44][CH2:43][N:42]([CH2:45][C:46]3[CH:51]=[CH:50][CH:49]=[CH:5][N:7]=3)[C:41]2=[O:52])[S:33][C:34]=1[C:35]([OH:37])=[O:36], predict the reactants needed to synthesize it. The reactants are: CC1C=[C:5]([N:7]2CCN(CC3C=CC(C(F)(F)F)=CC=3)C2=O)SC=1C(OCC)=O.[CH3:29][C:30]1[N:31]=[C:32]([N:40]2[CH2:44][CH2:43][N:42]([CH2:45][C:46]3C=N[CH:49]=[CH:50][CH:51]=3)[C:41]2=[O:52])[S:33][C:34]=1[C:35]([O:37]CC)=[O:36].